Dataset: Forward reaction prediction with 1.9M reactions from USPTO patents (1976-2016). Task: Predict the product of the given reaction. (1) Given the reactants CN1CCOCC1.CN(C(ON1N=NC2C=CC=CC1=2)=[N+](C)C)C.F[P-](F)(F)(F)(F)F.O.ON1C2C=CC=CC=2N=N1.[C:43]([C:47]1[CH:55]=[CH:54][C:50]([C:51]([OH:53])=O)=[CH:49][CH:48]=1)([CH3:46])([CH3:45])[CH3:44].[C:56]([O:60][C:61]([N:63]([CH2:73][C@@H:74]1[CH:78]=[CH:77][CH2:76][N:75]1[C:79](=[O:86])[C:80]1[CH:85]=[CH:84][CH:83]=[CH:82][CH:81]=1)[NH:64][C:65](=[O:72])[C@@H:66]([NH2:71])[CH2:67][CH:68]([CH3:70])[CH3:69])=[O:62])([CH3:59])([CH3:58])[CH3:57], predict the reaction product. The product is: [C:56]([O:60][C:61]([N:63]([CH2:73][C@@H:74]1[CH:78]=[CH:77][CH2:76][N:75]1[C:79](=[O:86])[C:80]1[CH:81]=[CH:82][CH:83]=[CH:84][CH:85]=1)[NH:64][C:65](=[O:72])[C@@H:66]([NH:71][C:51](=[O:53])[C:50]1[CH:49]=[CH:48][C:47]([C:43]([CH3:44])([CH3:45])[CH3:46])=[CH:55][CH:54]=1)[CH2:67][CH:68]([CH3:70])[CH3:69])=[O:62])([CH3:58])([CH3:59])[CH3:57]. (2) Given the reactants [F:1][C:2]1[CH:3]=[C:4]([NH2:11])[C:5]2[O:9][CH2:8][CH2:7][C:6]=2[CH:10]=1.Cl[CH2:13][CH2:14][N:15]([CH2:23][CH2:24]Cl)[CH2:16][C:17]1[CH:22]=[CH:21][CH:20]=[CH:19][CH:18]=1, predict the reaction product. The product is: [CH2:16]([N:15]1[CH2:23][CH2:24][N:11]([C:4]2[C:5]3[O:9][CH2:8][CH2:7][C:6]=3[CH:10]=[C:2]([F:1])[CH:3]=2)[CH2:13][CH2:14]1)[C:17]1[CH:22]=[CH:21][CH:20]=[CH:19][CH:18]=1.